This data is from NCI-60 drug combinations with 297,098 pairs across 59 cell lines. The task is: Regression. Given two drug SMILES strings and cell line genomic features, predict the synergy score measuring deviation from expected non-interaction effect. (1) Drug 1: COC1=CC(=CC(=C1O)OC)C2C3C(COC3=O)C(C4=CC5=C(C=C24)OCO5)OC6C(C(C7C(O6)COC(O7)C8=CC=CS8)O)O. Drug 2: CC1=CC2C(CCC3(C2CCC3(C(=O)C)OC(=O)C)C)C4(C1=CC(=O)CC4)C. Cell line: HOP-92. Synergy scores: CSS=35.3, Synergy_ZIP=-0.170, Synergy_Bliss=-0.506, Synergy_Loewe=-63.9, Synergy_HSA=-7.12. (2) Drug 1: C1=CC(=C2C(=C1NCCNCCO)C(=O)C3=C(C=CC(=C3C2=O)O)O)NCCNCCO. Drug 2: CN(CCCl)CCCl.Cl. Cell line: OVCAR-5. Synergy scores: CSS=18.5, Synergy_ZIP=-10.4, Synergy_Bliss=-0.278, Synergy_Loewe=-13.0, Synergy_HSA=-0.152.